From a dataset of Forward reaction prediction with 1.9M reactions from USPTO patents (1976-2016). Predict the product of the given reaction. (1) The product is: [I-:35].[CH2:9]([O:8][C:6](=[O:7])[CH2:5][C@@H:4]([NH:16][S:17]([C:20]1[S:21][C:22]([C:25]#[C:26][C:27]2[CH:32]=[CH:31][CH:30]=[CH:29][CH:28]=2)=[CH:23][CH:24]=1)(=[O:19])=[O:18])[CH2:3][N+:2]([CH3:34])([CH3:1])[CH3:33])[C:10]1[CH:11]=[CH:12][CH:13]=[CH:14][CH:15]=1. Given the reactants [CH3:1][N:2]([CH3:33])[CH2:3][C@H:4]([NH:16][S:17]([C:20]1[S:21][C:22]([C:25]#[C:26][C:27]2[CH:32]=[CH:31][CH:30]=[CH:29][CH:28]=2)=[CH:23][CH:24]=1)(=[O:19])=[O:18])[CH2:5][C:6]([O:8][CH2:9][C:10]1[CH:15]=[CH:14][CH:13]=[CH:12][CH:11]=1)=[O:7].[CH3:34][I:35], predict the reaction product. (2) Given the reactants O.[OH:2][CH2:3][C@@H:4]1[O:17][C:8]2=[C:9]3[C:13](=[CH:14][CH:15]=[C:7]2[O:6][CH2:5]1)[NH:12][C:11](=[O:16])[CH2:10]3, predict the reaction product. The product is: [OH:2][CH2:3][C@@H:4]1[O:17][C:8]2=[C:9]3[C:13](=[CH:14][CH:15]=[C:7]2[O:6][CH2:5]1)[NH:12][C:11](=[O:16])[CH2:10]3.